This data is from Catalyst prediction with 721,799 reactions and 888 catalyst types from USPTO. The task is: Predict which catalyst facilitates the given reaction. (1) The catalyst class is: 3. Reactant: [OH:1][C:2]1[CH:9]=[CH:8][C:5]([CH:6]=[O:7])=[CH:4][C:3]=1[O:10][CH3:11].C(=O)([O-])[O-].[K+].[K+].Cl[CH2:19][C:20]1[CH:25]=[CH:24][C:23]([O:26][CH3:27])=[CH:22][CH:21]=1.O. Product: [CH3:11][O:10][C:3]1[CH:4]=[C:5]([CH:8]=[CH:9][C:2]=1[O:1][CH2:19][C:20]1[CH:25]=[CH:24][C:23]([O:26][CH3:27])=[CH:22][CH:21]=1)[CH:6]=[O:7]. (2) The catalyst class is: 22. Product: [F:1][C:2]1[CH:24]=[CH:23][CH:22]=[CH:21][C:3]=1[O:4][C:5]1[C:18](=[O:19])[N:17]([CH3:20])[C:8]2[N:9]=[C:10]([NH:29][CH2:25][CH:26]([CH3:28])[CH3:27])[N:11]=[CH:12][C:7]=2[CH:6]=1. Reactant: [F:1][C:2]1[CH:24]=[CH:23][CH:22]=[CH:21][C:3]=1[O:4][C:5]1[C:18](=[O:19])[N:17]([CH3:20])[C:8]2[N:9]=[C:10](S(C)(=O)=O)[N:11]=[CH:12][C:7]=2[CH:6]=1.[CH2:25]([NH2:29])[CH:26]([CH3:28])[CH3:27].